This data is from Catalyst prediction with 721,799 reactions and 888 catalyst types from USPTO. The task is: Predict which catalyst facilitates the given reaction. (1) Reactant: [CH3:1][CH:2]([CH3:36])[C@H:3]([NH:31][C:32](=[O:35])[O:33][CH3:34])[C:4](=[O:30])[N:5]1[CH2:9][CH2:8][CH2:7][C@H:6]1[C:10]1[NH:11][C:12]([C:15]2[CH:20]=[CH:19][C:18](B3OC(C)(C)C(C)(C)O3)=[CH:17][CH:16]=2)=[CH:13][N:14]=1.[CH3:37][O:38][C:39](=[O:68])[NH:40][C@H:41]([C:62]1[CH:67]=[CH:66][CH:65]=[CH:64][CH:63]=1)[C:42]([N:44]1[CH2:48][CH2:47][CH2:46][C@H:45]1[C:49]([NH:51][C:52]([NH:54][C:55]1[CH:56]=[N:57][C:58](Br)=[CH:59][CH:60]=1)=[O:53])=[O:50])=[O:43].C(=O)(O)[O-].[Na+]. Product: [CH3:34][O:33][C:32](=[O:35])[NH:31][C@H:3]([C:4]([N:5]1[CH2:9][CH2:8][CH2:7][C@H:6]1[C:10]1[NH:11][C:12]([C:15]2[CH:16]=[CH:17][C:18]([C:58]3[CH:59]=[CH:60][C:55]([NH:54][C:52]([NH:51][C:49]([C@@H:45]4[CH2:46][CH2:47][CH2:48][N:44]4[C:42](=[O:43])[C@H:41]([NH:40][C:39]([O:38][CH3:37])=[O:68])[C:62]4[CH:67]=[CH:66][CH:65]=[CH:64][CH:63]=4)=[O:50])=[O:53])=[CH:56][N:57]=3)=[CH:19][CH:20]=2)=[CH:13][N:14]=1)=[O:30])[CH:2]([CH3:36])[CH3:1]. The catalyst class is: 622. (2) Reactant: [F:1][C:2]([F:18])([F:17])[S:3][C:4]1[CH:16]=[CH:15][C:7]2[S:8][C:9]([C:11]([O:13]C)=[O:12])=[CH:10][C:6]=2[CH:5]=1.O.[OH-].[Li+].O. Product: [F:18][C:2]([F:1])([F:17])[S:3][C:4]1[CH:16]=[CH:15][C:7]2[S:8][C:9]([C:11]([OH:13])=[O:12])=[CH:10][C:6]=2[CH:5]=1. The catalyst class is: 5.